This data is from Catalyst prediction with 721,799 reactions and 888 catalyst types from USPTO. The task is: Predict which catalyst facilitates the given reaction. (1) Reactant: O1P2[O:7][P:8]3[O:10]P(O2)OP1[O:9]3.[C:11]([OH:14])(=O)[CH3:12]. Product: [CH3:12][C:11]([P:8]([OH:7])([OH:9])=[O:10])([P:8]([OH:10])([OH:9])=[O:7])[OH:14]. The catalyst class is: 6. (2) Reactant: Br[C:2]1[C:3]([O:23][CH3:24])=[C:4]([CH:10]([N:12]2[C:16]3=[N:17][CH:18]=[N:19][C:20]([NH2:21])=[C:15]3[C:14]([CH3:22])=[N:13]2)[CH3:11])[CH:5]=[C:6]([Cl:9])[C:7]=1[CH3:8].[C:25]([O:29][C:30](=[O:37])[CH2:31][CH2:32][B-](F)(F)F)([CH3:28])([CH3:27])[CH3:26].[K+].P([O-])([O-])([O-])=O.[K+].[K+].[K+].C1(C)C=CC=CC=1. Product: [NH2:21][C:20]1[N:19]=[CH:18][N:17]=[C:16]2[N:12]([CH:10]([C:4]3[C:3]([O:23][CH3:24])=[C:2]([CH2:32][CH2:31][C:30]([O:29][C:25]([CH3:28])([CH3:27])[CH3:26])=[O:37])[C:7]([CH3:8])=[C:6]([Cl:9])[CH:5]=3)[CH3:11])[N:13]=[C:14]([CH3:22])[C:15]=12. The catalyst class is: 103. (3) Reactant: [F:1][C:2]([F:25])([F:24])[C:3]1[CH:8]=[CH:7][C:6]([CH2:9][CH2:10][S:11]([C:14]2[CH:19]=[CH:18][C:17]([S:20](Cl)(=[O:22])=[O:21])=[CH:16][CH:15]=2)(=[O:13])=[O:12])=[CH:5][CH:4]=1.[NH2:26][C:27]1[S:28][CH:29]=[CH:30][N:31]=1. Product: [S:28]1[CH:29]=[CH:30][N:31]=[C:27]1[NH:26][S:20]([C:17]1[CH:18]=[CH:19][C:14]([S:11]([CH2:10][CH2:9][C:6]2[CH:7]=[CH:8][C:3]([C:2]([F:25])([F:24])[F:1])=[CH:4][CH:5]=2)(=[O:13])=[O:12])=[CH:15][CH:16]=1)(=[O:22])=[O:21]. The catalyst class is: 17. (4) Reactant: [C:1]([C:3]1[C:4]([NH2:20])=[N:5][C:6]([C:15]2[O:16][CH:17]=[CH:18][CH:19]=2)=[C:7]([C:9]2[CH:14]=[CH:13][N:12]=[CH:11][N:10]=2)[CH:8]=1)#[CH:2].CC(C)([O-])C.[K+]. Product: [NH3:5].[O:16]1[CH:17]=[CH:18][CH:19]=[C:15]1[C:6]1[N:5]=[C:4]2[NH:20][CH:2]=[CH:1][C:3]2=[CH:8][C:7]=1[C:9]1[CH:14]=[CH:13][N:12]=[CH:11][N:10]=1. The catalyst class is: 264. (5) Reactant: [C:1]([NH:4][NH:5][C:6](=[O:22])[C:7]1[CH:12]=[CH:11][N:10]=[CH:9][C:8]=1[NH:13][C:14]1[CH:19]=[CH:18][C:17]([I:20])=[CH:16][C:15]=1[F:21])(=O)C.C1(P(C2C=CC=CC=2)C2C=CC=CC=2)C=CC=CC=1.ClC(Cl)(Cl)[C:44]#[N:45]. Product: [F:21][C:15]1[CH:16]=[C:17]([I:20])[CH:18]=[CH:19][C:14]=1[NH:13][C:8]1[CH:9]=[N:10][CH:11]=[CH:12][C:7]=1[C:6]1[O:22][C:1]([NH:45][CH3:44])=[N:4][N:5]=1. The catalyst class is: 44. (6) Reactant: [Br:1][C:2]1[CH:7]=[CH:6][C:5]([C@@H:8]([NH:10][CH2:11][CH2:12][C:13]([C:15]2[CH:20]=[CH:19][CH:18]=[CH:17][CH:16]=2)=[O:14])[CH3:9])=[CH:4][CH:3]=1.C(N(CC)CC)C.[C:28](O[C:28]([O:30][C:31]([CH3:34])([CH3:33])[CH3:32])=[O:29])([O:30][C:31]([CH3:34])([CH3:33])[CH3:32])=[O:29].Cl. Product: [Br:1][C:2]1[CH:3]=[CH:4][C:5]([C@@H:8]([N:10]([CH2:11][CH2:12][C:13](=[O:14])[C:15]2[CH:16]=[CH:17][CH:18]=[CH:19][CH:20]=2)[C:28](=[O:29])[O:30][C:31]([CH3:34])([CH3:33])[CH3:32])[CH3:9])=[CH:6][CH:7]=1. The catalyst class is: 2.